This data is from Catalyst prediction with 721,799 reactions and 888 catalyst types from USPTO. The task is: Predict which catalyst facilitates the given reaction. (1) Reactant: [NH2:1][C:2]1[C:3]2[C:10]([C:11]3[CH:16]=[CH:15][C:14]([O:17][C:18]4[CH:23]=[CH:22][CH:21]=[CH:20][CH:19]=4)=[CH:13][CH:12]=3)=[CH:9][N:8]([CH:24]([CH3:30])[C:25](OCC)=[O:26])[C:4]=2[N:5]=[CH:6][N:7]=1.[CH3:31][N:32]([CH3:36])[CH2:33][CH2:34][NH2:35].C(=O)=O. Product: [CH3:31][N:32]([CH3:36])[CH2:33][CH2:34][NH:35][C:25](=[O:26])[CH:24]([N:8]1[C:4]2[N:5]=[CH:6][N:7]=[C:2]([NH2:1])[C:3]=2[C:10]([C:11]2[CH:12]=[CH:13][C:14]([O:17][C:18]3[CH:19]=[CH:20][CH:21]=[CH:22][CH:23]=3)=[CH:15][CH:16]=2)=[CH:9]1)[CH3:30]. The catalyst class is: 5. (2) Reactant: C(OC([N:8]1[CH2:11][CH:10]([NH:12][C:13]2[CH:14]=[CH:15][C:16]3[O:25][CH2:24][CH2:23][C:22]4[CH:21]=[C:20]([C:26]5[N:27]([C:31]6[CH:36]=[CH:35][C:34]([F:37])=[CH:33][C:32]=6[F:38])[N:28]=[CH:29][N:30]=5)[S:19][C:18]=4[C:17]=3[N:39]=2)[CH2:9]1)=O)(C)(C)C.Cl. Product: [NH:8]1[CH2:11][CH:10]([NH:12][C:13]2[CH:14]=[CH:15][C:16]3[O:25][CH2:24][CH2:23][C:22]4[CH:21]=[C:20]([C:26]5[N:27]([C:31]6[CH:36]=[CH:35][C:34]([F:37])=[CH:33][C:32]=6[F:38])[N:28]=[CH:29][N:30]=5)[S:19][C:18]=4[C:17]=3[N:39]=2)[CH2:9]1. The catalyst class is: 25. (3) The catalyst class is: 3. Product: [C:1]1([C:23]2[CH:28]=[CH:27][CH:26]=[CH:25][CH:24]=2)[CH:2]=[CH:3][C:4]([O:7][CH:8]2[CH2:12][CH2:11][N:10]([C:13]3[CH:18]=[CH:17][C:16]([O:19][CH2:37][CH2:38][N:39]4[CH2:43][CH2:42][CH2:41][CH2:40]4)=[C:15]([O:20][CH3:21])[CH:14]=3)[C:9]2=[O:22])=[CH:5][CH:6]=1. Reactant: [C:1]1([C:23]2[CH:28]=[CH:27][CH:26]=[CH:25][CH:24]=2)[CH:6]=[CH:5][C:4]([O:7][CH:8]2[CH2:12][CH2:11][N:10]([C:13]3[CH:18]=[CH:17][C:16]([OH:19])=[C:15]([O:20][CH3:21])[CH:14]=3)[C:9]2=[O:22])=[CH:3][CH:2]=1.C(=O)([O-])[O-].[K+].[K+].Cl.Cl[CH2:37][CH2:38][N:39]1[CH2:43][CH2:42][CH2:41][CH2:40]1. (4) Reactant: [C:1]([N:8]1[CH2:12][C@@H:11]([O:13][S:14]([CH3:17])(=[O:16])=[O:15])[CH2:10][C@H:9]1[CH2:18][OH:19])([O:3][C:4]([CH3:7])([CH3:6])[CH3:5])=[O:2].N1C=CN=C1.[C:25]([Si:29](Cl)([C:36]1[CH:41]=[CH:40][CH:39]=[CH:38][CH:37]=1)[C:30]1[CH:35]=[CH:34][CH:33]=[CH:32][CH:31]=1)([CH3:28])([CH3:27])[CH3:26]. Product: [C:1]([N:8]1[CH2:12][C@@H:11]([O:13][S:14]([CH3:17])(=[O:15])=[O:16])[CH2:10][C@H:9]1[CH2:18][O:19][Si:29]([C:25]([CH3:28])([CH3:27])[CH3:26])([C:36]1[CH:37]=[CH:38][CH:39]=[CH:40][CH:41]=1)[C:30]1[CH:35]=[CH:34][CH:33]=[CH:32][CH:31]=1)([O:3][C:4]([CH3:7])([CH3:6])[CH3:5])=[O:2]. The catalyst class is: 2. (5) Reactant: [CH2:1]1[CH2:3][CH:2]1[CH2:4][OH:5].[H-].[Na+].[Br:8][C:9]1[CH:10]=[CH:11][C:12](F)=[N:13][CH:14]=1. Product: [Br:8][C:9]1[CH:10]=[CH:11][C:12]([O:5][CH2:4][CH:2]2[CH2:3][CH2:1]2)=[N:13][CH:14]=1. The catalyst class is: 499. (6) Reactant: [CH3:1][C:2]1[C:6]([CH3:7])=[C:5]([NH:8][S:9]([C:12]2[S:13][C:14]([Br:17])=[CH:15][CH:16]=2)(=[O:11])=[O:10])[O:4][N:3]=1.[H-].[Na+].[CH3:20][O:21][CH2:22][CH2:23][O:24][CH2:25]Cl. Product: [CH3:20][O:21][CH2:22][CH2:23][O:24][CH2:25][N:8]([C:5]1[O:4][N:3]=[C:2]([CH3:1])[C:6]=1[CH3:7])[S:9]([C:12]1[S:13][C:14]([Br:17])=[CH:15][CH:16]=1)(=[O:10])=[O:11]. The catalyst class is: 1.